This data is from Reaction yield outcomes from USPTO patents with 853,638 reactions. The task is: Predict the reaction yield, written as a fraction of the theoretical maximum amount of product (1.0 means a 100% yield; for example, 0.34 means a 34% yield). (1) The reactants are [O:1]1[CH2:6]COCC1.Cl.[CH:8]([C:11]([NH:13][CH:14]1[CH2:19][CH2:18][CH:17]([CH2:20][NH:21]C(=O)OC(C)(C)C)[CH2:16][CH2:15]1)=O)(C)C.[CH3:29]COCC. No catalyst specified. The product is [NH2:21][CH2:20][CH:17]1[CH2:16][CH2:15][CH:14]([N:13]([CH:11]([CH3:8])[CH3:29])[CH:6]=[O:1])[CH2:19][CH2:18]1. The yield is 1.00. (2) The reactants are [C:1]([P:5]([C:10]([CH3:13])([CH3:12])[CH3:11])[C:6]([CH3:9])([CH3:8])[CH3:7])([CH3:4])([CH3:3])[CH3:2].FC(F)(F)C(O)C(F)(F)F.[C:24]1([B-:30]([C:43]2[CH:48]=[CH:47][CH:46]=[CH:45][CH:44]=2)([C:37]2[CH:42]=[CH:41][CH:40]=[CH:39][CH:38]=2)[C:31]2[CH:36]=[CH:35][CH:34]=[CH:33][CH:32]=2)[CH:29]=[CH:28][CH:27]=[CH:26][CH:25]=1.[Na+]. No catalyst specified. The product is [C:43]1([B-:30]([C:24]2[CH:25]=[CH:26][CH:27]=[CH:28][CH:29]=2)([C:31]2[CH:32]=[CH:33][CH:34]=[CH:35][CH:36]=2)[C:37]2[CH:42]=[CH:41][CH:40]=[CH:39][CH:38]=2)[CH:44]=[CH:45][CH:46]=[CH:47][CH:48]=1.[C:10]([PH+:5]([C:1]([CH3:4])([CH3:3])[CH3:2])[C:6]([CH3:9])([CH3:8])[CH3:7])([CH3:11])([CH3:12])[CH3:13]. The yield is 0.770. (3) The reactants are [Cl:1][C:2]1[CH:10]=[C:9]2[C:5]([C:6]([CH:11]=[O:12])=[CH:7][NH:8]2)=[CH:4][CH:3]=1.[H-].[Na+].[Cl:15][C:16]([Cl:42])([Cl:41])[C:17]([N:19]1[CH2:24][CH2:23][N:22]([C:25]2[CH:26]=[C:27]([S:37](Cl)(=[O:39])=[O:38])[CH:28]=[CH:29][C:30]=2[O:31][CH2:32][C:33]([F:36])([F:35])[F:34])[CH2:21][CH2:20]1)=[O:18]. The catalyst is C1COCC1. The product is [Cl:1][C:2]1[CH:10]=[C:9]2[C:5]([C:6]([CH:11]=[O:12])=[CH:7][N:8]2[S:37]([C:27]2[CH:28]=[CH:29][C:30]([O:31][CH2:32][C:33]([F:34])([F:35])[F:36])=[C:25]([N:22]3[CH2:23][CH2:24][N:19]([C:17](=[O:18])[C:16]([Cl:42])([Cl:15])[Cl:41])[CH2:20][CH2:21]3)[CH:26]=2)(=[O:38])=[O:39])=[CH:4][CH:3]=1. The yield is 0.896. (4) The reactants are [NH2:1]/[C:2](/[CH3:9])=[C:3](\[C:7]#[N:8])/[C:4](=[S:6])[NH2:5].OO. The catalyst is CO. The product is [NH2:5][C:4]1[S:6][N:1]=[C:2]([CH3:9])[C:3]=1[C:7]#[N:8]. The yield is 0.960. (5) The reactants are Br[C:2]1[CH:3]=[CH:4][C:5]2[N:6]([CH:8]=[CH:9][N:10]=2)[CH:7]=1.[CH:11]1([N:14]2[CH2:19][C:18]3([CH2:24][CH2:23][N:22]([S:25]([C:28]4[CH:33]=[CH:32][C:31](B5OC(C)(C)C(C)(C)O5)=[CH:30][CH:29]=4)(=[O:27])=[O:26])[CH2:21][CH2:20]3)[O:17][CH2:16][C:15]2=[O:43])[CH2:13][CH2:12]1. No catalyst specified. The product is [CH:11]1([N:14]2[CH2:19][C:18]3([CH2:24][CH2:23][N:22]([S:25]([C:28]4[CH:29]=[CH:30][C:31]([C:2]5[CH:3]=[CH:4][C:5]6[N:6]([CH:8]=[CH:9][N:10]=6)[CH:7]=5)=[CH:32][CH:33]=4)(=[O:26])=[O:27])[CH2:21][CH2:20]3)[O:17][CH2:16][C:15]2=[O:43])[CH2:12][CH2:13]1. The yield is 0.150. (6) The reactants are [O:1]=[S:2]1(=[O:49])[CH2:7][CH2:6][N:5]([CH2:8][CH2:9][NH:10][C@:11]23[CH2:45][CH2:44][C@@H:43]([C:46]([CH3:48])=[CH2:47])[C@@H:12]2[C@@H:13]2[C@@:26]([CH3:29])([CH2:27][CH2:28]3)[C@@:25]3([CH3:30])[C@@H:16]([C@:17]4([CH3:42])[C@@H:22]([CH2:23][CH2:24]3)[C:21]([CH3:32])([CH3:31])[C:20]([C:33]3[CH:41]=[CH:40][C:36]([C:37](Cl)=[O:38])=[CH:35][CH:34]=3)=[CH:19][CH2:18]4)[CH2:15][CH2:14]2)[CH2:4][CH2:3]1.[CH:50]1([S:53]([NH2:56])(=[O:55])=[O:54])[CH2:52][CH2:51]1.CCN(C(C)C)C(C)C. The catalyst is CN(C1C=CN=CC=1)C.ClCCl. The product is [CH:50]1([S:53]([NH:56][C:37](=[O:38])[C:36]2[CH:35]=[CH:34][C:33]([C:20]3[C:21]([CH3:32])([CH3:31])[C@H:22]4[C@:17]([CH3:42])([CH2:18][CH:19]=3)[C@@H:16]3[C@:25]([CH3:30])([C@@:26]5([CH3:29])[C@H:13]([CH2:14][CH2:15]3)[C@H:12]3[C@H:43]([C:46]([CH3:48])=[CH2:47])[CH2:44][CH2:45][C@:11]3([NH:10][CH2:9][CH2:8][N:5]3[CH2:6][CH2:7][S:2](=[O:1])(=[O:49])[CH2:3][CH2:4]3)[CH2:28][CH2:27]5)[CH2:24][CH2:23]4)=[CH:41][CH:40]=2)(=[O:55])=[O:54])[CH2:52][CH2:51]1. The yield is 0.110.